Dataset: Reaction yield outcomes from USPTO patents with 853,638 reactions. Task: Predict the reaction yield, written as a fraction of the theoretical maximum amount of product (1.0 means a 100% yield; for example, 0.34 means a 34% yield). (1) The reactants are C([O-])([O-])=O.[Na+].[Na+].[CH:7]([C:9]1[CH:10]=[C:11](B(O)O)[CH:12]=[CH:13][CH:14]=1)=[O:8].Br[C:19]1[CH:24]=[CH:23][CH:22]=[CH:21][N:20]=1. The catalyst is CO.C1(C)C=CC=CC=1.ClCCl.C1C=CC([P]([Pd]([P](C2C=CC=CC=2)(C2C=CC=CC=2)C2C=CC=CC=2)([P](C2C=CC=CC=2)(C2C=CC=CC=2)C2C=CC=CC=2)[P](C2C=CC=CC=2)(C2C=CC=CC=2)C2C=CC=CC=2)(C2C=CC=CC=2)C2C=CC=CC=2)=CC=1. The product is [N:20]1[CH:21]=[CH:22][CH:23]=[CH:24][C:19]=1[C:11]1[CH:10]=[C:9]([CH:14]=[CH:13][CH:12]=1)[CH:7]=[O:8]. The yield is 0.890. (2) The reactants are [Si]([O:8][CH2:9][CH:10]1[CH2:21][CH2:20][C:19]2[S:18][C:17]3[C:12](=[C:13]([O:22][CH:23]4[CH2:28][CH2:27][CH:26]([N:29]5[CH2:34][CH2:33][O:32][CH2:31][CH2:30]5)[CH2:25][CH2:24]4)[N:14]=[CH:15][N:16]=3)[C:11]1=2)(C(C)(C)C)(C)C.Cl. The catalyst is CO. The product is [N:29]1([CH:26]2[CH2:25][CH2:24][CH:23]([O:22][C:13]3[N:14]=[CH:15][N:16]=[C:17]4[C:12]=3[C:11]3[CH:10]([CH2:9][OH:8])[CH2:21][CH2:20][C:19]=3[S:18]4)[CH2:28][CH2:27]2)[CH2:30][CH2:31][O:32][CH2:33][CH2:34]1. The yield is 0.960. (3) The reactants are [NH2:1][CH2:2][CH2:3][O:4][CH2:5][CH2:6][O:7][CH2:8][CH2:9][NH:10][S:11]([C:14]1[CH:19]=[CH:18][CH:17]=[C:16]([CH:20]2[C:29]3[C:24](=[C:25]([Cl:31])[CH:26]=[C:27]([Cl:30])[CH:28]=3)[CH2:23][N:22]([CH3:32])[CH2:21]2)[CH:15]=1)(=[O:13])=[O:12].[CH2:33]([N:35]([CH2:38][CH3:39])[CH2:36][CH3:37])C.[O:40]([CH2:52][C:53]([O:55]N1C(=O)CCC1=O)=O)[CH2:41][C:42]([O:44]N1C(=O)CCC1=O)=O. The catalyst is CN(C=O)C. The product is [O:40]([CH2:41][C:42]([NH:1][CH2:2][CH2:3][O:4][CH2:5][CH2:6][O:7][CH2:8][CH2:9][NH:10][S:11]([C:14]1[CH:19]=[CH:18][CH:17]=[C:16]([CH:37]2[C:29]3[C:39](=[C:25]([Cl:31])[CH:26]=[C:27]([Cl:30])[CH:28]=3)[CH2:38][N:35]([CH3:33])[CH2:36]2)[CH:15]=1)(=[O:13])=[O:12])=[O:44])[CH2:52][C:53]([NH:1][CH2:2][CH2:3][O:4][CH2:5][CH2:6][O:7][CH2:8][CH2:9][NH:10][S:11]([C:14]1[CH:19]=[CH:18][CH:17]=[C:16]([CH:20]2[C:29]3[C:24](=[C:25]([Cl:31])[CH:26]=[C:27]([Cl:30])[CH:28]=3)[CH2:23][N:22]([CH3:32])[CH2:21]2)[CH:15]=1)(=[O:13])=[O:12])=[O:55]. The yield is 0.270. (4) The reactants are [F:1][C:2]1[CH:3]=[C:4]([CH:46]=[CH:47][CH:48]=1)[CH2:5][N:6]1[CH:10]=[C:9]([C:11]2[C:19]3[C:14](=[N:15][CH:16]=[C:17]([C:20]4[CH:21]=[C:22]([N:26]5[CH2:31][CH2:30][N:29]([CH2:32][CH2:33][C:34]#[N:35])[CH2:28][CH2:27]5)[CH:23]=[CH:24][CH:25]=4)[CH:18]=3)[N:13](S(C3C=CC(C)=CC=3)(=O)=O)[CH:12]=2)[CH:8]=[N:7]1.[OH-].[Li+]. The catalyst is C1COCC1.CO.O. The product is [F:1][C:2]1[CH:3]=[C:4]([CH:46]=[CH:47][CH:48]=1)[CH2:5][N:6]1[CH:10]=[C:9]([C:11]2[C:19]3[C:14](=[N:15][CH:16]=[C:17]([C:20]4[CH:21]=[C:22]([N:26]5[CH2:27][CH2:28][N:29]([CH2:32][CH2:33][C:34]#[N:35])[CH2:30][CH2:31]5)[CH:23]=[CH:24][CH:25]=4)[CH:18]=3)[NH:13][CH:12]=2)[CH:8]=[N:7]1. The yield is 0.0560.